The task is: Predict the reaction yield, written as a fraction of the theoretical maximum amount of product (1.0 means a 100% yield; for example, 0.34 means a 34% yield).. This data is from Reaction yield outcomes from USPTO patents with 853,638 reactions. The reactants are [NH2:1][N:2]1[C:7](=[O:8])[C:6]([C:9]2[NH:14][C:13]3[CH:15]=[CH:16][CH:17]=[CH:18][C:12]=3[S:11](=[O:20])(=[O:19])[N:10]=2)=[C:5]([OH:21])[C:4]2[S:22][CH:23]=[CH:24][C:3]1=2.[CH3:25][CH:26]([CH3:30])[CH2:27][CH:28]=O. The catalyst is CN(C)C(=O)C. The product is [O:19]=[S:11]1(=[O:20])[C:12]2[CH:18]=[CH:17][CH:16]=[CH:15][C:13]=2[NH:14][C:9]([C:6]2[C:7](=[O:8])[N:2]([N:1]=[CH:28][CH2:27][CH:26]([CH3:30])[CH3:25])[C:3]3[CH:24]=[CH:23][S:22][C:4]=3[C:5]=2[OH:21])=[N:10]1. The yield is 0.710.